The task is: Predict the reaction yield, written as a fraction of the theoretical maximum amount of product (1.0 means a 100% yield; for example, 0.34 means a 34% yield).. This data is from Reaction yield outcomes from USPTO patents with 853,638 reactions. (1) The reactants are [CH:1](=O)[C:2]1[CH:7]=[CH:6][CH:5]=[CH:4][CH:3]=1.[C:9]1([CH:15]([CH3:18])[CH2:16][NH2:17])[CH:14]=[CH:13][CH:12]=[CH:11][CH:10]=1.CCCCCC. The catalyst is C1(C)C=CC=CC=1. The product is [CH3:18][CH:15]1[C:9]2[C:14](=[CH:13][CH:12]=[CH:11][CH:10]=2)[CH:1]([C:2]2[CH:7]=[CH:6][CH:5]=[CH:4][CH:3]=2)[NH:17][CH2:16]1. The yield is 0.780. (2) The reactants are [Si:1]([O:18][C@H:19]1[C:28]2[C:23](=[CH:24][C:25]([F:29])=[CH:26][CH:27]=2)[C@H:22]([NH:30][C:31]2[C:36]([N+:37]([O-])=O)=[CH:35][N:34]=[C:33]([N:40]3[C:44]4[CH:45]=[C:46]([F:49])[CH:47]=[CH:48][C:43]=4[N:42]=[CH:41]3)[N:32]=2)[CH2:21][CH2:20]1)([C:14]([CH3:17])([CH3:16])[CH3:15])([C:8]1[CH:13]=[CH:12][CH:11]=[CH:10][CH:9]=1)[C:2]1[CH:7]=[CH:6][CH:5]=[CH:4][CH:3]=1. The catalyst is CCOC(C)=O.CO. The product is [Si:1]([O:18][C@H:19]1[C:28]2[C:23](=[CH:24][C:25]([F:29])=[CH:26][CH:27]=2)[C@H:22]([NH:30][C:31]2[C:36]([NH2:37])=[CH:35][N:34]=[C:33]([N:40]3[C:44]4[CH:45]=[C:46]([F:49])[CH:47]=[CH:48][C:43]=4[N:42]=[CH:41]3)[N:32]=2)[CH2:21][CH2:20]1)([C:14]([CH3:15])([CH3:17])[CH3:16])([C:2]1[CH:3]=[CH:4][CH:5]=[CH:6][CH:7]=1)[C:8]1[CH:9]=[CH:10][CH:11]=[CH:12][CH:13]=1. The yield is 0.820. (3) The reactants are [Cl:1][C:2]1[C:7]([C:8]([O:10][N:11]=[C:12]([NH2:16])[CH:13]([CH3:15])[CH3:14])=[O:9])=[C:6](Cl)[N:5]=[CH:4][N:3]=1.[NH3:18].C(Cl)Cl. The catalyst is C1COCC1. The product is [NH2:18][C:6]1[C:7]([C:8]([O:10][N:11]=[C:12]([NH2:16])[CH:13]([CH3:15])[CH3:14])=[O:9])=[C:2]([Cl:1])[N:3]=[CH:4][N:5]=1. The yield is 0.850.